From a dataset of Full USPTO retrosynthesis dataset with 1.9M reactions from patents (1976-2016). Predict the reactants needed to synthesize the given product. Given the product [O:1]([C:8]1[CH:9]=[CH:10][C:11]([CH2:14][N:15]2[CH2:21][CH2:20][CH2:19][N:18]([CH2:22][C:23]3[CH:24]=[CH:25][C:26]([CH2:27][OH:28])=[CH:31][CH:32]=3)[CH2:17][CH2:16]2)=[CH:12][CH:13]=1)[C:2]1[CH:7]=[CH:6][CH:5]=[CH:4][CH:3]=1, predict the reactants needed to synthesize it. The reactants are: [O:1]([C:8]1[CH:13]=[CH:12][C:11]([CH2:14][N:15]2[CH2:21][CH2:20][CH2:19][N:18]([CH2:22][C:23]3[CH:32]=[CH:31][C:26]([C:27](OC)=[O:28])=[CH:25][CH:24]=3)[CH2:17][CH2:16]2)=[CH:10][CH:9]=1)[C:2]1[CH:7]=[CH:6][CH:5]=[CH:4][CH:3]=1.[Li].C(=O)(O)[O-].[Na+].